This data is from Blood-brain barrier permeability classification from the B3DB database. The task is: Regression/Classification. Given a drug SMILES string, predict its absorption, distribution, metabolism, or excretion properties. Task type varies by dataset: regression for continuous measurements (e.g., permeability, clearance, half-life) or binary classification for categorical outcomes (e.g., BBB penetration, CYP inhibition). Dataset: b3db_classification. (1) The drug is CCCc1cc(=O)[nH]c(=S)[nH]1. The result is 0 (does not penetrate BBB). (2) The drug is CCCCCCCCCCOc1c(OC)cc(C(N)=O)cc1OC. The result is 1 (penetrates BBB). (3) The molecule is CCOC(=O)C1=C(C)NC(C)=C(C(=O)OC)[C@H]1c1cccc([N+](=O)[O-])c1. The result is 0 (does not penetrate BBB). (4) The drug is NC(CCC(=O)O)C(=O)O. The result is 0 (does not penetrate BBB). (5) The drug is CCCCSc1ccc(C(SCCN(C)C)c2ccccc2)cc1. The result is 1 (penetrates BBB). (6) The drug is CN1CCC(=C2c3ccccc3CCc3sccc32)CC1. The result is 1 (penetrates BBB). (7) The result is 1 (penetrates BBB). The compound is CCSC1(SC)CCC2C3CCC4=CC(=O)C=CC4(C)C3(F)C(O)CC21C. (8) The compound is CCC(C)C(=O)OC1CC(O)C=C2C=CC(C)C(CCC(O)CC(O)CC(=O)O)C21. The result is 0 (does not penetrate BBB).